Dataset: Serine/threonine kinase 33 screen with 319,792 compounds. Task: Binary Classification. Given a drug SMILES string, predict its activity (active/inactive) in a high-throughput screening assay against a specified biological target. (1) The molecule is Brc1cc(C(=O)NC(=S)Nc2c3c(c(O)ccc3)ccc2)ccc1. The result is 0 (inactive). (2) The molecule is O(CC(=O)NNC(=O)c1ccc([N+]([O-])=O)cc1)C(=O)/C=C\c1ccccc1. The result is 0 (inactive). (3) The drug is o1c(ccc1C#Cc1ccccc1)C(OC)=O. The result is 0 (inactive). (4) The molecule is Clc1ccc(cc1)/C=N\NC(=O)c1cc(sc1N)c1ccccc1. The result is 0 (inactive). (5) The result is 0 (inactive). The compound is OC(CN1CCN(CC1)CC(O)COc1c(cccc1)C)COc1c(cccc1)C.